This data is from Catalyst prediction with 721,799 reactions and 888 catalyst types from USPTO. The task is: Predict which catalyst facilitates the given reaction. (1) Reactant: [CH2:1]([O:3][C:4](=[O:26])[CH2:5][C:6]1[CH:7]=[C:8]([C:14]2[CH:19]=[CH:18][C:17]([C:20]([F:23])([F:22])[F:21])=[CH:16][C:15]=2[CH2:24]Br)[C:9]([O:12][CH3:13])=[CH:10][CH:11]=1)[CH3:2].[C:27]1([OH:33])[CH:32]=[CH:31][CH:30]=[CH:29][CH:28]=1.[H-].[Na+]. Product: [CH2:1]([O:3][C:4](=[O:26])[CH2:5][C:6]1[CH:7]=[C:8]([C:14]2[CH:19]=[CH:18][C:17]([C:20]([F:23])([F:22])[F:21])=[CH:16][C:15]=2[CH2:24][O:33][C:27]2[CH:32]=[CH:31][CH:30]=[CH:29][CH:28]=2)[C:9]([O:12][CH3:13])=[CH:10][CH:11]=1)[CH3:2]. The catalyst class is: 12. (2) Reactant: [NH2:1][C:2]1[S:3][C:4]([C:10]2[CH:15]=[CH:14][CH:13]=[CH:12][CH:11]=2)=[CH:5][C:6]=1[C:7]([OH:9])=O.[NH2:16][C@H:17]1[CH2:23][CH2:22][CH2:21][CH2:20][N:19]([C:24]([O:26][C:27]([CH3:30])([CH3:29])[CH3:28])=[O:25])[CH2:18]1.ON1C2C=CC=CC=2N=N1.CCN=C=NCCCN(C)C.CN1CCOCC1. Product: [NH2:1][C:2]1[S:3][C:4]([C:10]2[CH:15]=[CH:14][CH:13]=[CH:12][CH:11]=2)=[CH:5][C:6]=1[C:7]([NH:16][C@H:17]1[CH2:23][CH2:22][CH2:21][CH2:20][N:19]([C:24]([O:26][C:27]([CH3:30])([CH3:29])[CH3:28])=[O:25])[CH2:18]1)=[O:9]. The catalyst class is: 303.